From a dataset of Catalyst prediction with 721,799 reactions and 888 catalyst types from USPTO. Predict which catalyst facilitates the given reaction. (1) Reactant: [CH3:1][O:2][C:3]1[CH:8]=[CH:7][C:6]([C:9]2O[C:13](=O)[C:12]([C:16]([O:18][CH3:19])=[O:17])=[C:11]([S:20][CH3:21])[CH:10]=2)=[CH:5][CH:4]=1.[C:22]1([N:28]2[CH:36]=[C:35]3[C:30]([CH2:31][CH2:32][CH2:33]C3=O)=[N:29]2)[CH:27]=[CH:26][CH:25]=[CH:24][CH:23]=1.[OH-].[K+].Cl. Product: [CH3:1][O:2][C:3]1[CH:8]=[CH:7][C:6]([C:9]2[C:33]3[CH2:32][CH2:31][C:30]4[C:35](=[CH:36][N:28]([C:22]5[CH:23]=[CH:24][CH:25]=[CH:26][CH:27]=5)[N:29]=4)[C:13]=3[C:12]([C:16]([O:18][CH3:19])=[O:17])=[C:11]([S:20][CH3:21])[CH:10]=2)=[CH:5][CH:4]=1. The catalyst class is: 3. (2) Reactant: [CH2:1]1[CH2:6][C@H:5]([C:7]([OH:9])=[O:8])[CH2:4][CH2:3][C@H:2]1[CH2:10][NH2:11].[CH3:12][C:13]([CH3:33])([CH3:32])[C:14]([O:16][CH:17]([O:21][C:22](ON1C(=O)CCC1=O)=[O:23])[CH:18]([CH3:20])[CH3:19])=[O:15]. Product: [CH3:33][C:13]([CH3:12])([CH3:32])[C:14]([O:16][CH:17]([O:21][C:22]([NH:11][CH2:10][C@H:2]1[CH2:3][CH2:4][C@H:5]([C:7]([OH:9])=[O:8])[CH2:6][CH2:1]1)=[O:23])[CH:18]([CH3:20])[CH3:19])=[O:15]. The catalyst class is: 761. (3) Reactant: Br[C:2]1[CH:10]=[CH:9][C:8]([Br:11])=[CH:7][C:3]=1[C:4]([OH:6])=[O:5].[Li]CCCC.[CH2:17]([N:24]1[CH2:29][CH2:28][C:27](=[O:30])[CH2:26][CH2:25]1)[C:18]1[CH:23]=[CH:22][CH:21]=[CH:20][CH:19]=1. Product: [CH2:17]([N:24]1[CH2:29][CH2:28][C:27]([C:2]2[CH:10]=[CH:9][C:8]([Br:11])=[CH:7][C:3]=2[C:4]([OH:6])=[O:5])([OH:30])[CH2:26][CH2:25]1)[C:18]1[CH:19]=[CH:20][CH:21]=[CH:22][CH:23]=1. The catalyst class is: 116. (4) Reactant: [CH2:1]([O:8][C:9]1[CH:10]=[C:11]([CH:20]=[CH:21][C:22]=1[N+:23]([O-:25])=[O:24])[CH2:12][CH:13]1[CH2:18][CH2:17][CH2:16][CH2:15][C:14]1=O)[C:2]1[CH:7]=[CH:6][CH:5]=[CH:4][CH:3]=1.Cl.[NH2:27][OH:28].C([O-])(=O)C.[Na+].O. Product: [CH2:1]([O:8][C:9]1[CH:10]=[C:11]([CH:20]=[CH:21][C:22]=1[N+:23]([O-:25])=[O:24])[CH2:12][CH:13]1[CH2:18][CH2:17][CH2:16][CH2:15][C:14]1=[N:27][OH:28])[C:2]1[CH:7]=[CH:6][CH:5]=[CH:4][CH:3]=1. The catalyst class is: 5.